Dataset: Full USPTO retrosynthesis dataset with 1.9M reactions from patents (1976-2016). Task: Predict the reactants needed to synthesize the given product. (1) Given the product [NH:8]1[CH2:13][CH2:12][CH:11]([O:14][CH2:15][C:16]2[N:20]=[C:19]([C:21]3[CH:26]=[CH:25][N:24]=[C:23]([C:27]#[N:28])[CH:22]=3)[O:18][N:17]=2)[CH2:10][CH2:9]1, predict the reactants needed to synthesize it. The reactants are: C(OC([N:8]1[CH2:13][CH2:12][CH:11]([O:14][CH2:15][C:16]2[N:20]=[C:19]([C:21]3[CH:26]=[CH:25][N:24]=[C:23]([C:27]#[N:28])[CH:22]=3)[O:18][N:17]=2)[CH2:10][CH2:9]1)=O)(C)(C)C.C[Si](I)(C)C.CO.S([O-])([O-])(=O)=S.[Na+].[Na+]. (2) Given the product [Br:1][C:2]1[CH:14]=[C:6]2[C:5](=[CH:4][CH:3]=1)[O:15][C:16]1[CH:17]=[N:18][C:19]([Cl:22])=[CH:20][C:21]=1[C:7]2=[O:8], predict the reactants needed to synthesize it. The reactants are: [Br:1][C:2]1[CH:3]=[CH:4][C:5]([O:15][C:16]2[CH:17]=[N:18][C:19]([Cl:22])=[CH:20][CH:21]=2)=[C:6]([CH:14]=1)[C:7](N(CC)CC)=[O:8].[Li+].CC([N-]C(C)C)C. (3) Given the product [C:30]([C:10]1[CH:11]=[C:12]([NH:13][C:14]([NH:16][C:17]2[CH:22]=[CH:21][C:20]([O:23][C:24]3[CH:25]=[CH:26][N:27]=[CH:28][CH:29]=3)=[CH:19][CH:18]=2)=[O:15])[N:8]([C:5]2[CH:6]=[CH:7][C:2]([NH:1][C:39](=[O:41])[CH2:40][C:35]([CH3:42])([CH3:34])[C:36]([OH:38])=[O:37])=[CH:3][CH:4]=2)[N:9]=1)([CH3:33])([CH3:32])[CH3:31], predict the reactants needed to synthesize it. The reactants are: [NH2:1][C:2]1[CH:7]=[CH:6][C:5]([N:8]2[C:12]([NH:13][C:14]([NH:16][C:17]3[CH:22]=[CH:21][C:20]([O:23][C:24]4[CH:29]=[CH:28][N:27]=[CH:26][CH:25]=4)=[CH:19][CH:18]=3)=[O:15])=[CH:11][C:10]([C:30]([CH3:33])([CH3:32])[CH3:31])=[N:9]2)=[CH:4][CH:3]=1.[CH3:34][C:35]1([CH3:42])[CH2:40][C:39](=[O:41])[O:38][C:36]1=[O:37].